This data is from Peptide-MHC class I binding affinity with 185,985 pairs from IEDB/IMGT. The task is: Regression. Given a peptide amino acid sequence and an MHC pseudo amino acid sequence, predict their binding affinity value. This is MHC class I binding data. (1) The peptide sequence is ARWLFPVYL. The MHC is HLA-A02:03 with pseudo-sequence HLA-A02:03. The binding affinity (normalized) is 0.0847. (2) The peptide sequence is YYLIKYLHV. The MHC is HLA-A03:01 with pseudo-sequence HLA-A03:01. The binding affinity (normalized) is 0.0847. (3) The peptide sequence is FLRKNQRAL. The MHC is HLA-B15:42 with pseudo-sequence HLA-B15:42. The binding affinity (normalized) is 0.213.